This data is from NCI-60 drug combinations with 297,098 pairs across 59 cell lines. The task is: Regression. Given two drug SMILES strings and cell line genomic features, predict the synergy score measuring deviation from expected non-interaction effect. (1) Drug 1: CS(=O)(=O)OCCCCOS(=O)(=O)C. Drug 2: B(C(CC(C)C)NC(=O)C(CC1=CC=CC=C1)NC(=O)C2=NC=CN=C2)(O)O. Cell line: ACHN. Synergy scores: CSS=48.6, Synergy_ZIP=3.25, Synergy_Bliss=4.23, Synergy_Loewe=-38.5, Synergy_HSA=-3.62. (2) Drug 1: CC1CCCC2(C(O2)CC(NC(=O)CC(C(C(=O)C(C1O)C)(C)C)O)C(=CC3=CSC(=N3)C)C)C. Drug 2: CC1C(C(CC(O1)OC2CC(CC3=C2C(=C4C(=C3O)C(=O)C5=CC=CC=C5C4=O)O)(C(=O)C)O)N)O. Cell line: MDA-MB-435. Synergy scores: CSS=61.1, Synergy_ZIP=-1.06, Synergy_Bliss=0.298, Synergy_Loewe=4.39, Synergy_HSA=3.31. (3) Drug 1: C1=NC2=C(N=C(N=C2N1C3C(C(C(O3)CO)O)O)F)N. Drug 2: CS(=O)(=O)OCCCCOS(=O)(=O)C. Cell line: SF-539. Synergy scores: CSS=4.84, Synergy_ZIP=-0.793, Synergy_Bliss=0.0465, Synergy_Loewe=2.18, Synergy_HSA=0.216. (4) Cell line: KM12. Drug 1: C1=NC2=C(N=C(N=C2N1C3C(C(C(O3)CO)O)O)F)N. Synergy scores: CSS=20.0, Synergy_ZIP=-2.23, Synergy_Bliss=1.41, Synergy_Loewe=-11.2, Synergy_HSA=0.501. Drug 2: C1CN1C2=NC(=NC(=N2)N3CC3)N4CC4. (5) Drug 1: COC1=C(C=C2C(=C1)N=CN=C2NC3=CC(=C(C=C3)F)Cl)OCCCN4CCOCC4. Drug 2: C1CN(CCN1C(=O)CCBr)C(=O)CCBr. Cell line: SNB-19. Synergy scores: CSS=19.5, Synergy_ZIP=-0.125, Synergy_Bliss=3.43, Synergy_Loewe=3.39, Synergy_HSA=5.70. (6) Drug 2: CS(=O)(=O)OCCCCOS(=O)(=O)C. Drug 1: COC1=CC(=CC(=C1O)OC)C2C3C(COC3=O)C(C4=CC5=C(C=C24)OCO5)OC6C(C(C7C(O6)COC(O7)C8=CC=CS8)O)O. Synergy scores: CSS=62.4, Synergy_ZIP=4.67, Synergy_Bliss=7.78, Synergy_Loewe=-2.50, Synergy_HSA=9.98. Cell line: COLO 205. (7) Drug 1: CC(CN1CC(=O)NC(=O)C1)N2CC(=O)NC(=O)C2. Drug 2: COCCOC1=C(C=C2C(=C1)C(=NC=N2)NC3=CC=CC(=C3)C#C)OCCOC.Cl. Cell line: NCI-H522. Synergy scores: CSS=38.9, Synergy_ZIP=-7.22, Synergy_Bliss=0.610, Synergy_Loewe=3.00, Synergy_HSA=4.87. (8) Drug 1: CCC1(CC2CC(C3=C(CCN(C2)C1)C4=CC=CC=C4N3)(C5=C(C=C6C(=C5)C78CCN9C7C(C=CC9)(C(C(C8N6C)(C(=O)OC)O)OC(=O)C)CC)OC)C(=O)OC)O.OS(=O)(=O)O. Drug 2: C1CN(CCN1C(=O)CCBr)C(=O)CCBr. Cell line: SN12C. Synergy scores: CSS=1.85, Synergy_ZIP=-3.75, Synergy_Bliss=-1.41, Synergy_Loewe=-2.81, Synergy_HSA=-2.61. (9) Drug 1: COC1=C(C=C2C(=C1)N=CN=C2NC3=CC(=C(C=C3)F)Cl)OCCCN4CCOCC4. Drug 2: C1CN(P(=O)(OC1)NCCCl)CCCl. Cell line: SF-539. Synergy scores: CSS=7.50, Synergy_ZIP=-2.46, Synergy_Bliss=1.13, Synergy_Loewe=-7.67, Synergy_HSA=0.338. (10) Synergy scores: CSS=24.5, Synergy_ZIP=-7.19, Synergy_Bliss=-4.37, Synergy_Loewe=-1.55, Synergy_HSA=-0.659. Drug 1: C1CCC(C(C1)N)N.C(=O)(C(=O)[O-])[O-].[Pt+4]. Drug 2: C1C(C(OC1N2C=NC(=NC2=O)N)CO)O. Cell line: OVCAR-5.